Dataset: Full USPTO retrosynthesis dataset with 1.9M reactions from patents (1976-2016). Task: Predict the reactants needed to synthesize the given product. Given the product [CH3:1][O:2][C:3]1[CH:8]=[CH:7][C:6]([NH2:9])=[CH:5][C:4]=1[N:12]1[CH2:17][CH2:16][O:15][CH2:14][CH2:13]1, predict the reactants needed to synthesize it. The reactants are: [CH3:1][O:2][C:3]1[CH:8]=[CH:7][C:6]([N+:9]([O-])=O)=[CH:5][C:4]=1[N:12]1[CH2:17][CH2:16][O:15][CH2:14][CH2:13]1.C(O)C.[H][H].